Dataset: Peptide-MHC class I binding affinity with 185,985 pairs from IEDB/IMGT. Task: Regression. Given a peptide amino acid sequence and an MHC pseudo amino acid sequence, predict their binding affinity value. This is MHC class I binding data. The peptide sequence is WRQWIPAGI. The MHC is HLA-B27:05 with pseudo-sequence HLA-B27:05. The binding affinity (normalized) is 0.266.